This data is from Forward reaction prediction with 1.9M reactions from USPTO patents (1976-2016). The task is: Predict the product of the given reaction. Given the reactants Cl.[NH2:2][CH2:3][CH2:4][CH:5]([C:13]1[N:14]=[C:15]([N:21]2[CH2:26][CH2:25][O:24][CH2:23][CH2:22]2)[S:16][C:17]=1[C:18]([OH:20])=O)[C:6]1[CH:11]=[CH:10][C:9]([Cl:12])=[CH:8][CH:7]=1.ON1C2C=CC=CC=2N=N1.Cl.CN(C)CCCN=C=NCC.C(N(CC)C(C)C)(C)C, predict the reaction product. The product is: [Cl:12][C:9]1[CH:8]=[CH:7][C:6]([CH:5]2[CH2:4][CH2:3][NH:2][C:18](=[O:20])[C:17]3[S:16][C:15]([N:21]4[CH2:26][CH2:25][O:24][CH2:23][CH2:22]4)=[N:14][C:13]2=3)=[CH:11][CH:10]=1.